From a dataset of Catalyst prediction with 721,799 reactions and 888 catalyst types from USPTO. Predict which catalyst facilitates the given reaction. Reactant: [O:1]=[S:2]1(=[O:59])[CH2:7][CH2:6][N:5]([C:8](=[O:58])[CH2:9][NH:10][C@:11]23[CH2:54][CH2:53][C@@H:52]([C:55]([CH3:57])=[CH2:56])[C@@H:12]2[C@@H:13]2[C@@:26]([CH3:29])([CH2:27][CH2:28]3)[C@@:25]3([CH3:30])[C@@H:16]([C@:17]4([CH3:51])[C@@H:22]([CH2:23][CH2:24]3)[C:21]([CH3:32])([CH3:31])[C:20]([C:33]3[CH2:38][CH2:37][C@@:36]([CH2:49][F:50])([C:39]([O:41]CC5C=CC=CC=5)=[O:40])[CH2:35][CH:34]=3)=[CH:19][CH2:18]4)[CH2:15][CH2:14]2)[CH2:4][CH2:3]1.C(O)(C(F)(F)F)=O.[Li+].[OH-].C1COCC1. Product: [O:59]=[S:2]1(=[O:1])[CH2:3][CH2:4][N:5]([C:8](=[O:58])[CH2:9][NH:10][C@:11]23[CH2:54][CH2:53][C@@H:52]([C:55]([CH3:57])=[CH2:56])[C@@H:12]2[C@@H:13]2[C@@:26]([CH3:29])([CH2:27][CH2:28]3)[C@@:25]3([CH3:30])[C@@H:16]([C@:17]4([CH3:51])[C@@H:22]([CH2:23][CH2:24]3)[C:21]([CH3:31])([CH3:32])[C:20]([C:33]3[CH2:38][CH2:37][C@@:36]([CH2:49][F:50])([C:39]([OH:41])=[O:40])[CH2:35][CH:34]=3)=[CH:19][CH2:18]4)[CH2:15][CH2:14]2)[CH2:6][CH2:7]1. The catalyst class is: 5.